This data is from Full USPTO retrosynthesis dataset with 1.9M reactions from patents (1976-2016). The task is: Predict the reactants needed to synthesize the given product. (1) Given the product [CH2:1]([O:8][C:9](=[O:28])[NH:10][C@@H:11]1[C:22]2[C:17](=[CH:18][CH:19]=[C:20]([C:23]([F:26])([F:25])[F:24])[CH:21]=2)[NH:16][C@H:13]([CH2:14][CH3:15])[CH2:12]1)[C:2]1[CH:7]=[CH:6][CH:5]=[CH:4][CH:3]=1, predict the reactants needed to synthesize it. The reactants are: [CH2:1]([O:8][C:9](=[O:28])[NH:10][C:11](=O)[CH2:12][C@H:13]([NH:16][C:17]1[CH:22]=[CH:21][C:20]([C:23]([F:26])([F:25])[F:24])=[CH:19][CH:18]=1)[CH2:14][CH3:15])[C:2]1[CH:7]=[CH:6][CH:5]=[CH:4][CH:3]=1.[BH4-].[Na+].[Mg].Cl.C(O)(=O)CC(CC(O)=O)(C(O)=O)O. (2) Given the product [CH2:1]([N:8]1[CH2:12][C@H:11]([OH:14])[C@@H:10]([OH:15])[CH2:9]1)[C:2]1[CH:3]=[CH:4][CH:5]=[CH:6][CH:7]=1, predict the reactants needed to synthesize it. The reactants are: [CH2:1]([N:8]1[C:12](=O)[C@H:11]([OH:14])[C@@H:10]([OH:15])[C:9]1=O)[C:2]1[CH:7]=[CH:6][CH:5]=[CH:4][CH:3]=1.CO. (3) Given the product [CH3:20][N:17]1[C:5]2[C:6]([O:8][C@@H:9]([C@H:11]3[CH2:15][NH:14][C:13](=[O:16])[CH2:12]3)[CH3:10])=[N:7][C:2]([C:28]3[CH:29]=[C:30]4[C:25]([CH:24]=[N:23][N:22]4[CH3:21])=[CH:26][CH:27]=3)=[CH:3][C:4]=2[N:19]=[CH:18]1, predict the reactants needed to synthesize it. The reactants are: Cl[C:2]1[N:7]=[C:6]([O:8][C@@H:9]([C@H:11]2[CH2:15][NH:14][C:13](=[O:16])[CH2:12]2)[CH3:10])[C:5]2[N:17]([CH3:20])[CH:18]=[N:19][C:4]=2[CH:3]=1.[CH3:21][N:22]1[C:30]2[C:25](=[CH:26][CH:27]=[C:28](B(O)O)[CH:29]=2)[CH:24]=[N:23]1. (4) Given the product [Cl:1][C:2]1[C:9]([O:21][CH3:15])=[CH:8][C:5]([CH:6]=[O:7])=[C:4]([F:12])[CH:3]=1, predict the reactants needed to synthesize it. The reactants are: [Cl:1][C:2]1[C:9](CC)=[CH:8][C:5]([CH:6]=[O:7])=[C:4]([F:12])[CH:3]=1.ClC1C=C(F)C=C[C:15]=1[O:21]C. (5) Given the product [Cl:39][C:34]1[C:33]([CH2:40][C:41]2[CH:46]=[CH:45][C:44]([O:47][CH2:48][CH3:49])=[CH:43][CH:42]=2)=[CH:32][C:31]([C@H:12]2[C@H:13]([O:23][CH2:24][C:25]3[CH:30]=[CH:29][CH:28]=[CH:27][CH:26]=3)[C@@H:14]([O:15][CH2:16][C:17]3[CH:22]=[CH:21][CH:20]=[CH:19][CH:18]=3)[C@H:9]([O:8][CH2:1][C:2]3[CH:3]=[CH:4][CH:5]=[CH:6][CH:7]=3)[C@@H:10]([CH2:50][O:51][CH2:52][C:53]3[CH:54]=[CH:55][CH:56]=[CH:57][CH:58]=3)[O:11]2)=[CH:36][C:35]=1[OH:37], predict the reactants needed to synthesize it. The reactants are: [CH2:1]([O:8][C@H:9]1[C@H:14]([O:15][CH2:16][C:17]2[CH:22]=[CH:21][CH:20]=[CH:19][CH:18]=2)[C@@H:13]([O:23][CH2:24][C:25]2[CH:30]=[CH:29][CH:28]=[CH:27][CH:26]=2)[C@H:12]([C:31]2[CH:36]=[C:35]([O:37]C)[C:34]([Cl:39])=[C:33]([CH2:40][C:41]3[CH:46]=[CH:45][C:44]([O:47][CH2:48][CH3:49])=[CH:43][CH:42]=3)[CH:32]=2)[O:11][C@@H:10]1[CH2:50][O:51][CH2:52][C:53]1[CH:58]=[CH:57][CH:56]=[CH:55][CH:54]=1)[C:2]1[CH:7]=[CH:6][CH:5]=[CH:4][CH:3]=1.Cl. (6) Given the product [Br:1][C:2]1[C:3]2[O:12][C:14]([C:15]([N:17]([CH3:19])[CH3:18])=[O:16])=[CH:5][C:4]=2[CH:7]=[C:8]([O:10][CH3:11])[CH:9]=1, predict the reactants needed to synthesize it. The reactants are: [Br:1][C:2]1[C:3]([OH:12])=[C:4]([CH:7]=[C:8]([O:10][CH3:11])[CH:9]=1)[CH:5]=O.Cl[CH2:14][C:15]([N:17]([CH3:19])[CH3:18])=[O:16].C(=O)([O-])[O-].[K+].[K+].